Dataset: Catalyst prediction with 721,799 reactions and 888 catalyst types from USPTO. Task: Predict which catalyst facilitates the given reaction. (1) Reactant: C([Si](C)(C)[O:6][CH2:7][CH2:8][N:9]1[CH2:18][CH:17]([C:19]2[CH:24]=[CH:23][C:22]([O:25][CH3:26])=[CH:21][CH:20]=2)[C:16]2[C:11](=[CH:12][C:13]([O:27][CH2:28][CH2:29][CH2:30][N:31]3[CH2:36][CH2:35][CH2:34][CH2:33][CH2:32]3)=[CH:14][CH:15]=2)[CH2:10]1)(C)(C)C.[F-].C([N+](CCCC)(CCCC)CCCC)CCC. Product: [CH3:26][O:25][C:22]1[CH:21]=[CH:20][C:19]([CH:17]2[C:16]3[C:11](=[CH:12][C:13]([O:27][CH2:28][CH2:29][CH2:30][N:31]4[CH2:36][CH2:35][CH2:34][CH2:33][CH2:32]4)=[CH:14][CH:15]=3)[CH2:10][N:9]([CH2:8][CH2:7][OH:6])[CH2:18]2)=[CH:24][CH:23]=1. The catalyst class is: 1. (2) Reactant: Br[CH2:2][C:3]([C:5]1[C:10](=[O:11])[NH:9][C:8]([CH2:12][CH3:13])=[C:7]([C:14]([O:16][CH2:17][CH3:18])=[O:15])[CH:6]=1)=O.[S:19]1[CH:23]=[CH:22][CH:21]=[C:20]1[S:24]([CH2:27][C:28](=[S:30])[NH2:29])(=[O:26])=[O:25]. Product: [CH2:12]([C:8]1[NH:9][C:10](=[O:11])[C:5]([C:3]2[N:29]=[C:28]([CH2:27][S:24]([C:20]3[S:19][CH:23]=[CH:22][CH:21]=3)(=[O:26])=[O:25])[S:30][CH:2]=2)=[CH:6][C:7]=1[C:14]([O:16][CH2:17][CH3:18])=[O:15])[CH3:13]. The catalyst class is: 14. (3) Reactant: C[O-].[Na+].[N:4]1[N:8]2[CH:9]=[CH:10][N:11]=[CH:12][C:7]2=[C:6]([C:13]#[N:14])[CH:5]=1.[Cl-:15].[NH4+:16]. The catalyst class is: 125. Product: [ClH:15].[N:4]1[N:8]2[CH:9]=[CH:10][N:11]=[CH:12][C:7]2=[C:6]([C:13](=[NH:16])[NH2:14])[CH:5]=1. (4) The catalyst class is: 441. Product: [N:12]1([C:17]2[CH:18]=[C:19]([NH:27][C:28](=[O:37])[C:29]3[CH:34]=[CH:33][C:32]([CH3:35])=[C:31]([C:2]#[C:1][C:3]4[N:7]5[CH:8]=[CH:9][N:10]=[CH:11][C:6]5=[N:5][CH:4]=4)[CH:30]=3)[CH:20]=[C:21]([C:23]([F:26])([F:25])[F:24])[CH:22]=2)[CH:16]=[CH:15][N:14]=[CH:13]1. Reactant: [C:1]([C:3]1[N:7]2[CH:8]=[CH:9][N:10]=[CH:11][C:6]2=[N:5][CH:4]=1)#[CH:2].[N:12]1([C:17]2[CH:18]=[C:19]([NH:27][C:28](=[O:37])[C:29]3[CH:34]=[CH:33][C:32]([CH3:35])=[C:31](I)[CH:30]=3)[CH:20]=[C:21]([C:23]([F:26])([F:25])[F:24])[CH:22]=2)[CH:16]=[CH:15][N:14]=[CH:13]1.C(N(C(C)C)CC)(C)C. (5) Reactant: [NH:1]1[CH:5]=[N:4][N:3]=[N:2]1.C(#N)C.[CH:9](=[O:11])[CH3:10].C(N(CC)CC)C.Cl[C:20]([O:22][CH2:23][CH3:24])=[O:21]. Product: [C:20](=[O:21])([O:22][CH2:23][CH3:24])[O:11][CH:9]([N:1]1[CH:5]=[N:4][N:3]=[N:2]1)[CH3:10]. The catalyst class is: 277. (6) Reactant: C[O:2][C:3](=[O:39])[CH2:4][N:5]([C:7](=[O:38])[C:8]1[CH:13]=[C:12]([Cl:14])[C:11]([O:15][C:16]2[CH:21]=[CH:20][N:19]=[CH:18][C:17]=2[C:22]([N:24]2[C:33]3[C:28](=[CH:29][CH:30]=[CH:31][CH:32]=3)[N:27]([CH:34]3[CH2:36][CH2:35]3)[CH2:26][CH2:25]2)=[O:23])=[CH:10][C:9]=1[Cl:37])[CH3:6].O.[OH-].[Li+]. Product: [Cl:37][C:9]1[CH:10]=[C:11]([O:15][C:16]2[CH:21]=[CH:20][N:19]=[CH:18][C:17]=2[C:22]([N:24]2[C:33]3[C:28](=[CH:29][CH:30]=[CH:31][CH:32]=3)[N:27]([CH:34]3[CH2:35][CH2:36]3)[CH2:26][CH2:25]2)=[O:23])[C:12]([Cl:14])=[CH:13][C:8]=1[C:7]([N:5]([CH2:4][C:3]([OH:39])=[O:2])[CH3:6])=[O:38]. The catalyst class is: 38. (7) Reactant: Cl[C:2]1[N:7]=[CH:6][C:5]([CH2:8][N:9]2[CH:14]=[C:13]([C:15]3[CH:20]=[CH:19][C:18]([O:21][CH3:22])=[CH:17][CH:16]=3)[CH:12]=[CH:11][C:10]2=[O:23])=[CH:4][CH:3]=1.C[Si](Cl)(C)C.[Na+].[I-:30]. Product: [I:30][C:2]1[N:7]=[CH:6][C:5]([CH2:8][N:9]2[CH:14]=[C:13]([C:15]3[CH:20]=[CH:19][C:18]([O:21][CH3:22])=[CH:17][CH:16]=3)[CH:12]=[CH:11][C:10]2=[O:23])=[CH:4][CH:3]=1. The catalyst class is: 397.